This data is from NCI-60 drug combinations with 297,098 pairs across 59 cell lines. The task is: Regression. Given two drug SMILES strings and cell line genomic features, predict the synergy score measuring deviation from expected non-interaction effect. (1) Drug 1: CS(=O)(=O)CCNCC1=CC=C(O1)C2=CC3=C(C=C2)N=CN=C3NC4=CC(=C(C=C4)OCC5=CC(=CC=C5)F)Cl. Drug 2: CCN(CC)CCCC(C)NC1=C2C=C(C=CC2=NC3=C1C=CC(=C3)Cl)OC. Cell line: BT-549. Synergy scores: CSS=11.3, Synergy_ZIP=-5.35, Synergy_Bliss=-5.24, Synergy_Loewe=-7.19, Synergy_HSA=-2.16. (2) Drug 1: CCN(CC)CCCC(C)NC1=C2C=C(C=CC2=NC3=C1C=CC(=C3)Cl)OC. Synergy scores: CSS=33.9, Synergy_ZIP=-7.43, Synergy_Bliss=-5.68, Synergy_Loewe=-59.6, Synergy_HSA=-6.79. Drug 2: C(CN)CNCCSP(=O)(O)O. Cell line: NCIH23. (3) Drug 1: CS(=O)(=O)OCCCCOS(=O)(=O)C. Drug 2: C1CNP(=O)(OC1)N(CCCl)CCCl. Cell line: SW-620. Synergy scores: CSS=11.1, Synergy_ZIP=0.231, Synergy_Bliss=4.38, Synergy_Loewe=-0.633, Synergy_HSA=-0.696. (4) Synergy scores: CSS=2.48, Synergy_ZIP=-0.342, Synergy_Bliss=1.58, Synergy_Loewe=-0.0564, Synergy_HSA=-0.144. Cell line: M14. Drug 2: CC(C)CN1C=NC2=C1C3=CC=CC=C3N=C2N. Drug 1: C1CCC(CC1)NC(=O)N(CCCl)N=O. (5) Drug 1: CNC(=O)C1=CC=CC=C1SC2=CC3=C(C=C2)C(=NN3)C=CC4=CC=CC=N4. Drug 2: C1=CC(=CC=C1CCCC(=O)O)N(CCCl)CCCl. Cell line: K-562. Synergy scores: CSS=57.7, Synergy_ZIP=-1.66, Synergy_Bliss=0.388, Synergy_Loewe=-10.2, Synergy_HSA=2.01. (6) Drug 1: C1CCC(CC1)NC(=O)N(CCCl)N=O. Drug 2: N.N.Cl[Pt+2]Cl. Cell line: COLO 205. Synergy scores: CSS=17.7, Synergy_ZIP=-1.33, Synergy_Bliss=4.76, Synergy_Loewe=-6.08, Synergy_HSA=-1.11. (7) Drug 1: CC12CCC(CC1=CCC3C2CCC4(C3CC=C4C5=CN=CC=C5)C)O. Drug 2: CNC(=O)C1=NC=CC(=C1)OC2=CC=C(C=C2)NC(=O)NC3=CC(=C(C=C3)Cl)C(F)(F)F. Cell line: UO-31. Synergy scores: CSS=43.3, Synergy_ZIP=13.0, Synergy_Bliss=12.2, Synergy_Loewe=1.31, Synergy_HSA=11.5. (8) Drug 1: CCN(CC)CCNC(=O)C1=C(NC(=C1C)C=C2C3=C(C=CC(=C3)F)NC2=O)C. Drug 2: CC1=C(N=C(N=C1N)C(CC(=O)N)NCC(C(=O)N)N)C(=O)NC(C(C2=CN=CN2)OC3C(C(C(C(O3)CO)O)O)OC4C(C(C(C(O4)CO)O)OC(=O)N)O)C(=O)NC(C)C(C(C)C(=O)NC(C(C)O)C(=O)NCCC5=NC(=CS5)C6=NC(=CS6)C(=O)NCCC[S+](C)C)O. Cell line: LOX IMVI. Synergy scores: CSS=34.1, Synergy_ZIP=0.904, Synergy_Bliss=-0.305, Synergy_Loewe=-13.0, Synergy_HSA=0.857.